From a dataset of Full USPTO retrosynthesis dataset with 1.9M reactions from patents (1976-2016). Predict the reactants needed to synthesize the given product. (1) Given the product [CH:14]1([CH2:13][S:10]([C@H:8]2[CH2:7][N:6]([C:17]3[N:18]([CH2:23][CH2:24][C:25]4[CH:30]=[CH:29][CH:28]=[CH:27][CH:26]=4)[N:19]=[C:20]([CH3:22])[CH:21]=3)[C@H:5]([C:3]([OH:4])=[O:2])[CH2:9]2)(=[O:11])=[O:12])[CH2:16][CH2:15]1, predict the reactants needed to synthesize it. The reactants are: C[O:2][C:3]([C@@H:5]1[CH2:9][C@@H:8]([S:10]([CH2:13][CH:14]2[CH2:16][CH2:15]2)(=[O:12])=[O:11])[CH2:7][N:6]1[C:17]1[N:18]([CH2:23][CH2:24][C:25]2[CH:30]=[CH:29][CH:28]=[CH:27][CH:26]=2)[N:19]=[C:20]([CH3:22])[CH:21]=1)=[O:4].[OH-].[Li+]. (2) Given the product [CH3:7][CH2:6][CH2:9][CH2:14][CH2:13][CH2:12][CH2:11][CH2:15][CH2:16][CH2:1][CH3:2], predict the reactants needed to synthesize it. The reactants are: [CH2:1]([Mg]Br)[CH3:2].[Cl-].[CH:6]([C:9]1[CH:14]=[CH:13][CH:12]=[C:11]([CH:15](C)[CH3:16])C=1[NH+]1CCN(C2[C:9]([CH:6](C)[CH3:7])=[CH:14][CH:13]=[CH:12][C:11]=2[CH:15](C)[CH3:16])C1)(C)[CH3:7].ClC1C=CC=CC=1OC.C(C(C(C([O-])=O)O)O)([O-])=O.[K+].[Na+]. (3) The reactants are: [Cl:1][C:2]1[CH:3]=[C:4]2[C:9](=[CH:10][CH:11]=1)[N:8]=[C:7]([O:12][CH3:13])[C:6]([NH:14][C:15](=[O:19])OCC)=[N:5]2.[N+:20]([C:23]1[CH:28]=[CH:27][C:26]([N:29]2[CH2:34][CH2:33][NH:32][CH2:31][CH2:30]2)=[CH:25][CH:24]=1)([O-:22])=[O:21]. Given the product [Cl:1][C:2]1[CH:3]=[C:4]2[C:9](=[CH:10][CH:11]=1)[N:8]=[C:7]([O:12][CH3:13])[C:6]([NH:14][C:15]([N:32]1[CH2:33][CH2:34][N:29]([C:26]3[CH:25]=[CH:24][C:23]([N+:20]([O-:22])=[O:21])=[CH:28][CH:27]=3)[CH2:30][CH2:31]1)=[O:19])=[N:5]2, predict the reactants needed to synthesize it. (4) Given the product [CH3:11][O:12][C:13]([C:15]1[O:16][C:17]([CH:1]([CH3:5])[CH3:2])=[CH:18][CH:19]=1)=[O:14], predict the reactants needed to synthesize it. The reactants are: [CH2:1]1[CH2:5]OC[CH2:2]1.[Br-].C([Zn+])(C)C.[CH3:11][O:12][C:13]([C:15]1[O:16][C:17](Br)=[CH:18][CH:19]=1)=[O:14]. (5) Given the product [C:10]([O:14][C:15]([NH:17][C@@:18]1([C:28]([O:30][CH2:4][C:3]2[CH:6]=[CH:7][CH:8]=[CH:9][C:2]=2[F:1])=[O:29])[CH2:23][C:22](=[O:24])[C@@H:21]2[C@H:19]1[C@H:20]2[C:25]([O:27][CH2:4][C:3]1[CH:6]=[CH:7][CH:8]=[CH:9][C:2]=1[F:1])=[O:26])=[O:16])([CH3:13])([CH3:11])[CH3:12], predict the reactants needed to synthesize it. The reactants are: [F:1][C:2]1[CH:9]=[CH:8][CH:7]=[CH:6][C:3]=1[CH2:4]Br.[C:10]([O:14][C:15]([NH:17][C@@:18]1([C:28]([OH:30])=[O:29])[CH2:23][C:22](=[O:24])[C@@H:21]2[C@H:19]1[C@H:20]2[C:25]([OH:27])=[O:26])=[O:16])([CH3:13])([CH3:12])[CH3:11].C(=O)([O-])[O-].[Cs+].[Cs+]. (6) Given the product [NH:8]1[C:4]2[N:5]=[CH:6][CH:7]=[C:2]([C:11]#[N:12])[C:3]=2[CH:10]=[N:9]1, predict the reactants needed to synthesize it. The reactants are: Br[C:2]1[CH:7]=[CH:6][N:5]=[C:4]2[NH:8][N:9]=[CH:10][C:3]=12.[CH3:11][N:12](C=O)C. (7) Given the product [F:14][C:10]1[CH:9]=[C:6]([CH2:7][OH:8])[CH:5]=[C:4]([F:3])[C:11]=1[S:12][CH3:13], predict the reactants needed to synthesize it. The reactants are: [BH4-].[Na+].[F:3][C:4]1[CH:5]=[C:6]([CH:9]=[C:10]([F:14])[C:11]=1[S:12][CH3:13])[CH:7]=[O:8]. (8) Given the product [O:11]=[C:7]1[C:8]2[C:4](=[CH:3][C:2]([NH:1][C:26](=[O:27])[C:25]([N:22]3[CH2:21][CH2:20][CH:19]([CH2:18][C:17]4[CH:16]=[CH:15][C:14]([F:13])=[CH:31][CH:30]=4)[CH2:24][CH2:23]3)=[O:29])=[CH:10][CH:9]=2)[C:5](=[O:12])[NH:6]1, predict the reactants needed to synthesize it. The reactants are: [NH2:1][C:2]1[CH:3]=[C:4]2[C:8](=[CH:9][CH:10]=1)[C:7](=[O:11])[NH:6][C:5]2=[O:12].[F:13][C:14]1[CH:31]=[CH:30][C:17]([CH2:18][CH:19]2[CH2:24][CH2:23][N:22]([C:25](=[O:29])[C:26](O)=[O:27])[CH2:21][CH2:20]2)=[CH:16][CH:15]=1. (9) Given the product [C:15]([C:19]1[CH:24]=[CH:23][C:22]([S:25]([NH:28][C:29]2[CH:34]=[CH:33][C:32]([Cl:35])=[CH:31][C:30]=2[C:36]([NH:38][NH:39][C:12](=[O:14])[CH2:11][O:10][CH:7]([CH3:8])[CH3:9])=[O:37])(=[O:26])=[O:27])=[CH:21][CH:20]=1)([CH3:18])([CH3:16])[CH3:17], predict the reactants needed to synthesize it. The reactants are: C(Cl)(=O)C(Cl)=O.[CH:7]([O:10][CH2:11][C:12]([OH:14])=O)([CH3:9])[CH3:8].[C:15]([C:19]1[CH:24]=[CH:23][C:22]([S:25]([NH:28][C:29]2[CH:34]=[CH:33][C:32]([Cl:35])=[CH:31][C:30]=2[C:36]([NH:38][NH2:39])=[O:37])(=[O:27])=[O:26])=[CH:21][CH:20]=1)([CH3:18])([CH3:17])[CH3:16]. (10) Given the product [F:15][C:14]([F:17])([F:16])[C:11]1[CH:12]=[CH:13][C:8]([O:37][C:34]2[CH:35]=[CH:36][C:31]([C:28]34[CH2:29][CH2:30][CH:25]([N:22]5[CH2:23][CH2:24][S:19](=[O:38])(=[O:18])[N:20]=[C:21]53)[CH2:26][CH2:27]4)=[CH:32][CH:33]=2)=[N:9][CH:10]=1, predict the reactants needed to synthesize it. The reactants are: C(=O)([O-])[O-].[K+].[K+].Cl[C:8]1[CH:13]=[CH:12][C:11]([C:14]([F:17])([F:16])[F:15])=[CH:10][N:9]=1.[O:18]=[S:19]1(=[O:38])[CH2:24][CH2:23][N:22]2[CH:25]3[CH2:30][CH2:29][C:28]([C:31]4[CH:36]=[CH:35][C:34]([OH:37])=[CH:33][CH:32]=4)([C:21]2=[N:20]1)[CH2:27][CH2:26]3.CS(C)=O.